The task is: Predict the reaction yield, written as a fraction of the theoretical maximum amount of product (1.0 means a 100% yield; for example, 0.34 means a 34% yield).. This data is from Reaction yield outcomes from USPTO patents with 853,638 reactions. (1) The reactants are Br[C:2]1[CH:3]=[C:4]2[C:8](=[CH:9][CH:10]=1)[NH:7][C:6](=[O:11])[C:5]12[CH2:16][CH2:15][CH2:14][CH2:13][CH2:12]1.B([C:20]1[N:21]([C:25]([O:27][C:28]([CH3:31])([CH3:30])[CH3:29])=[O:26])[CH:22]=[CH:23][CH:24]=1)(O)O.C([O-])([O-])=O.[K+].[K+]. The catalyst is O. The product is [O:11]=[C:6]1[C:5]2([CH2:16][CH2:15][CH2:14][CH2:13][CH2:12]2)[C:4]2[C:8](=[CH:9][CH:10]=[C:2]([C:20]3[N:21]([C:25]([O:27][C:28]([CH3:31])([CH3:30])[CH3:29])=[O:26])[CH:22]=[CH:23][CH:24]=3)[CH:3]=2)[NH:7]1. The yield is 0.760. (2) The reactants are [Cl:1][C:2]1[N:11]=[CH:10][C:9]2[C:4](=[C:5]([O:16]C)[CH:6]=[CH:7][C:8]=2[C:12]([F:15])([F:14])[F:13])[N:3]=1.B(Br)(Br)Br. The catalyst is C(Cl)Cl. The product is [Cl:1][C:2]1[N:11]=[CH:10][C:9]2[C:4](=[C:5]([OH:16])[CH:6]=[CH:7][C:8]=2[C:12]([F:14])([F:15])[F:13])[N:3]=1. The yield is 0.780. (3) The reactants are C([NH:8][C:9]1[CH:10]=[CH:11][C:12]2[O:16][C:15]([CH3:18])([CH3:17])[CH:14]([C:19]3[CH:24]=[CH:23][C:22]([CH:25]([CH3:27])[CH3:26])=[CH:21][CH:20]=3)[C:13]=2[CH:28]=1)C1C=CC=CC=1. The catalyst is CCCCCC. The product is [CH:25]([C:22]1[CH:21]=[CH:20][C:19]([CH:14]2[C:13]3[CH:28]=[C:9]([NH2:8])[CH:10]=[CH:11][C:12]=3[O:16][C:15]2([CH3:18])[CH3:17])=[CH:24][CH:23]=1)([CH3:27])[CH3:26]. The yield is 0.980. (4) The reactants are [CH2:1]([O:8][C:9]1[CH:17]=[C:16]([O:18][CH2:19][C:20]2[CH:25]=[CH:24][CH:23]=[CH:22][CH:21]=2)[CH:15]=[CH:14][C:10]=1[C:11]([NH2:13])=[O:12])[C:2]1[CH:7]=[CH:6][CH:5]=[CH:4][CH:3]=1.F[P-](F)(F)(F)(F)F.[CH2:33]([O+](CC)CC)[CH3:34]. The catalyst is C(Cl)Cl. The product is [CH2:1]([O:8][C:9]1[CH:17]=[C:16]([O:18][CH2:19][C:20]2[CH:25]=[CH:24][CH:23]=[CH:22][CH:21]=2)[CH:15]=[CH:14][C:10]=1[C:11](=[NH:13])[O:12][CH2:33][CH3:34])[C:2]1[CH:3]=[CH:4][CH:5]=[CH:6][CH:7]=1. The yield is 0.690. (5) The reactants are Br[C:2]1[C:10]2[C:5](=[CH:6][CH:7]=[C:8]([C:11]#[N:12])[CH:9]=2)[N:4](C2CCCCO2)[N:3]=1.[CH3:19][O:20][C:21]1[CH:22]=[C:23]2[C:28](=[CH:29][CH:30]=1)[CH:27]=[C:26](B(O)O)[CH:25]=[CH:24]2.ClCCl.P([O-])([O-])([O-])=O.[K+].[K+].[K+].Cl. The catalyst is COCCOC.CO. The product is [CH3:19][O:20][C:21]1[CH:22]=[C:23]2[C:28](=[CH:29][CH:30]=1)[CH:27]=[C:26]([C:2]1[C:10]3[C:5](=[CH:6][CH:7]=[C:8]([C:11]#[N:12])[CH:9]=3)[NH:4][N:3]=1)[CH:25]=[CH:24]2. The yield is 0.470. (6) The reactants are Br[C:2]1[CH:3]=[C:4]2[C:9](=[CH:10][CH:11]=1)[N:8]=[C:7]([NH:12][CH2:13][CH2:14][OH:15])[N:6]=[C:5]2[C:16]1[CH:21]=[CH:20][N:19]=[CH:18][CH:17]=1.C([O-])(=O)C.[K+].B1(B2OC(C)(C)C(C)(C)O2)OC(C)(C)C(C)(C)O1.[NH2:45][C:46]1[C:51]([S:52]([N:55]([CH3:57])[CH3:56])(=[O:54])=[O:53])=[CH:50][C:49](Br)=[CH:48][N:47]=1.C([O-])([O-])=O.[K+].[K+]. The catalyst is C1C=CC([PH+]([C]2[CH][CH][CH][CH]2)C2C=CC=CC=2)=CC=1.C1C=CC([PH+]([C]2[CH][CH][CH][CH]2)C2C=CC=CC=2)=CC=1.C(Cl)Cl.Cl[Pd]Cl.[Fe].O1CCOCC1. The product is [NH2:45][C:46]1[C:51]([S:52]([N:55]([CH3:57])[CH3:56])(=[O:54])=[O:53])=[CH:50][C:49]([C:2]2[CH:3]=[C:4]3[C:9](=[CH:10][CH:11]=2)[N:8]=[C:7]([NH:12][CH2:13][CH2:14][OH:15])[N:6]=[C:5]3[C:16]2[CH:21]=[CH:20][N:19]=[CH:18][CH:17]=2)=[CH:48][N:47]=1. The yield is 0.510. (7) The reactants are [Br:1][C:2]1[CH:7]=[CH:6][C:5]([CH2:8][CH2:9][CH2:10][C:11]2[NH:15][C:14](=[O:16])[N:13]([CH2:17][C:18]3[CH:23]=[CH:22][C:21]([C:24]([CH3:27])([CH3:26])[CH3:25])=[CH:20][CH:19]=3)[N:12]=2)=[CH:4][CH:3]=1.[H-].[Na+].[CH:30]1([CH2:33]Br)[CH2:32][CH2:31]1. The catalyst is CN(C=O)C.CCOCC. The product is [Br:1][C:2]1[CH:7]=[CH:6][C:5]([CH2:8][CH2:9][CH2:10][C:11]2[N:15]([CH2:33][CH:30]3[CH2:32][CH2:31]3)[C:14](=[O:16])[N:13]([CH2:17][C:18]3[CH:19]=[CH:20][C:21]([C:24]([CH3:27])([CH3:26])[CH3:25])=[CH:22][CH:23]=3)[N:12]=2)=[CH:4][CH:3]=1. The yield is 0.780.